Dataset: Catalyst prediction with 721,799 reactions and 888 catalyst types from USPTO. Task: Predict which catalyst facilitates the given reaction. (1) Reactant: [C:1]([O:5][C:6]([N:8]1[CH2:12][CH:11](CO)[S:10][CH2:9]1)=[O:7])([CH3:4])([CH3:3])[CH3:2].[OH:15][C:16]1[CH:25]=[CH:24][C:19]([C:20]([O:22][CH3:23])=[O:21])=[CH:18][CH:17]=1.[CH:26]1C=CC(P(C2C=CC=CC=2)C2C=CC=CC=2)=CC=1.CC(OC(/N=N/C(OC(C)C)=O)=O)C. Product: [C:1]([O:5][C:6]([N:8]1[CH:12]([CH2:26][O:15][C:16]2[CH:17]=[CH:18][C:19]([C:20]([O:22][CH3:23])=[O:21])=[CH:24][CH:25]=2)[CH2:11][S:10][CH2:9]1)=[O:7])([CH3:2])([CH3:3])[CH3:4]. The catalyst class is: 1. (2) Reactant: [NH2:1][C:2]1[CH:9]=[CH:8][CH:7]=[CH:6][C:3]=1[C:4]#[N:5].[N-:10]=[N+:11]=[N-:12].[Na+].[Cl-].[NH4+]. Product: [NH2:1][C:2]1[CH:9]=[CH:8][CH:7]=[CH:6][C:3]=1[C:4]1[NH:12][N:11]=[N:10][N:5]=1. The catalyst class is: 9. (3) Reactant: [CH3:1][N:2]1[CH:6]=[CH:5][N:4]=[CH:3]1.[Br:7][CH2:8][CH2:9][CH2:10][CH2:11][CH2:12][CH2:13][CH2:14][CH2:15][CH2:16][CH2:17][CH2:18][CH2:19][CH2:20][CH2:21][CH2:22][CH3:23]. Product: [Br-:7].[CH3:1][N+:2]1[CH:6]=[CH:5][N:4]([CH2:23][CH2:22][CH2:21][CH2:20][CH2:19][CH2:18][CH2:17][CH2:16][CH2:15][CH2:14][CH2:13][CH2:12][CH2:11][CH2:10][CH2:9][CH3:8])[CH:3]=1. The catalyst class is: 11.